Dataset: Serine/threonine kinase 33 screen with 319,792 compounds. Task: Binary Classification. Given a drug SMILES string, predict its activity (active/inactive) in a high-throughput screening assay against a specified biological target. (1) The molecule is Clc1sc(S(=O)(=O)Nc2cc(S(=O)(=O)N(C)C)ccc2C)cc1. The result is 0 (inactive). (2) The drug is S(=O)(=O)(NN1C(=O)C(/SC1=S)=C/c1ccc(OCC=C)cc1)c1ccccc1. The result is 0 (inactive). (3) The compound is S=c1n(c(n[nH]1)C1CCCCC1)Cc1ccccc1. The result is 0 (inactive). (4) The compound is S(=O)(=O)(NC1C(Sc2nc([nH]n2)N)c2c3c1cccc3ccc2)c1ccccc1. The result is 0 (inactive). (5) The molecule is O=c1n(c(N)c(c(=O)n1C)C(=O)C)C. The result is 0 (inactive).